Dataset: Full USPTO retrosynthesis dataset with 1.9M reactions from patents (1976-2016). Task: Predict the reactants needed to synthesize the given product. (1) The reactants are: C([O:5][C:6](=[O:55])[C@@H:7]([NH:34][C:35](=[O:54])[NH:36][C@@H:37]([CH2:45][CH2:46][C:47]([O:49]C(C)(C)C)=[O:48])[C:38]([O:40]C(C)(C)C)=[O:39])[CH2:8][CH2:9][CH2:10][CH2:11][NH:12][C:13](=[O:33])[CH2:14][N:15]1[CH:19]=[C:18]([Sn](CCCC)(CCCC)CCCC)[N:17]=[N:16]1)(C)(C)C.[I:56]I. Given the product [C:6]([C@@H:7]([NH:34][C:35](=[O:54])[NH:36][C@@H:37]([CH2:45][CH2:46][C:47]([OH:49])=[O:48])[C:38]([OH:40])=[O:39])[CH2:8][CH2:9][CH2:10][CH2:11][NH:12][C:13](=[O:33])[CH2:14][N:15]1[CH:19]=[C:18]([I:56])[N:17]=[N:16]1)([OH:5])=[O:55], predict the reactants needed to synthesize it. (2) Given the product [C:1]([N:5]1[C:9]([C:10]2[CH:15]=[CH:14][C:13]([O:16][CH3:17])=[CH:12][CH:11]=2)=[C:8]([C:18]([N:23]([O:24][CH3:25])[CH3:22])=[O:20])[CH:7]=[N:6]1)([CH3:3])([CH3:4])[CH3:2], predict the reactants needed to synthesize it. The reactants are: [C:1]([N:5]1[C:9]([C:10]2[CH:15]=[CH:14][C:13]([O:16][CH3:17])=[CH:12][CH:11]=2)=[C:8]([C:18]([OH:20])=O)[CH:7]=[N:6]1)([CH3:4])([CH3:3])[CH3:2].Cl.[CH3:22][NH:23][O:24][CH3:25].C1C=CC2N(O)N=NC=2C=1.CCN=C=NCCCN(C)C. (3) Given the product [F:17][C:18]1[CH:35]=[CH:34][CH:33]=[C:32]([F:36])[C:19]=1[CH2:20][O:21][C:22]1[CH:23]=[CH:24][C:25]([CH2:26][C:4](=[O:5])[CH2:6][C:7]([O:9][CH2:2][CH3:10])=[O:8])=[CH:30][CH:31]=1, predict the reactants needed to synthesize it. The reactants are: C[C:2]1([CH3:10])[O:9][C:7](=[O:8])[CH2:6][C:4](=[O:5])O1.N1C=CC=CC=1.[F:17][C:18]1[CH:35]=[CH:34][CH:33]=[C:32]([F:36])[C:19]=1[CH2:20][O:21][C:22]1[CH:31]=[CH:30][C:25]([CH2:26]C(Cl)=O)=[CH:24][CH:23]=1.Cl. (4) Given the product [CH2:1]([O:3][C:4]([CH:5]1[CH2:6][N:7]([S:16]([C:19]2[CH:24]=[CH:23][CH:22]=[CH:21][CH:20]=2)(=[O:18])=[O:17])[CH2:8][CH:9]([C:10]([O:12][CH2:13][CH3:14])=[O:11])[N:34]1[CH2:27][C:28]1[CH:33]=[CH:32][CH:31]=[CH:30][CH:29]=1)=[O:26])[CH3:2], predict the reactants needed to synthesize it. The reactants are: [CH2:1]([O:3][C:4](=[O:26])[CH:5](Br)[CH2:6][N:7]([S:16]([C:19]1[CH:24]=[CH:23][CH:22]=[CH:21][CH:20]=1)(=[O:18])=[O:17])[CH2:8][CH:9](Br)[C:10]([O:12][CH2:13][CH3:14])=[O:11])[CH3:2].[CH2:27]([NH2:34])[C:28]1[CH:33]=[CH:32][CH:31]=[CH:30][CH:29]=1.